This data is from Full USPTO retrosynthesis dataset with 1.9M reactions from patents (1976-2016). The task is: Predict the reactants needed to synthesize the given product. Given the product [NH2:1][C:2]1[N:7]([CH3:8])[C:6](=[O:9])[N:5]([CH3:10])[C:4](=[O:11])[C:3]=1[C:14]([S:16][CH3:21])=[S:15], predict the reactants needed to synthesize it. The reactants are: [NH2:1][C:2]1[N:7]([CH3:8])[C:6](=[O:9])[N:5]([CH3:10])[C:4](=[O:11])[CH:3]=1.[OH-].[Na+].[C:14](=[S:16])=[S:15].S(OC)(O[CH3:21])(=O)=O.